Dataset: NCI-60 drug combinations with 297,098 pairs across 59 cell lines. Task: Regression. Given two drug SMILES strings and cell line genomic features, predict the synergy score measuring deviation from expected non-interaction effect. (1) Drug 1: CC1CCC2CC(C(=CC=CC=CC(CC(C(=O)C(C(C(=CC(C(=O)CC(OC(=O)C3CCCCN3C(=O)C(=O)C1(O2)O)C(C)CC4CCC(C(C4)OC)O)C)C)O)OC)C)C)C)OC. Drug 2: C1CN(CCN1C(=O)CCBr)C(=O)CCBr. Cell line: SK-MEL-28. Synergy scores: CSS=14.6, Synergy_ZIP=-6.58, Synergy_Bliss=-1.66, Synergy_Loewe=-0.216, Synergy_HSA=0.140. (2) Drug 1: CC1=CC=C(C=C1)C2=CC(=NN2C3=CC=C(C=C3)S(=O)(=O)N)C(F)(F)F. Drug 2: CC1=C2C(C(=O)C3(C(CC4C(C3C(C(C2(C)C)(CC1OC(=O)C(C(C5=CC=CC=C5)NC(=O)OC(C)(C)C)O)O)OC(=O)C6=CC=CC=C6)(CO4)OC(=O)C)O)C)O. Cell line: NCIH23. Synergy scores: CSS=9.00, Synergy_ZIP=8.23, Synergy_Bliss=9.13, Synergy_Loewe=7.81, Synergy_HSA=8.01. (3) Drug 1: C1CN1C2=NC(=NC(=N2)N3CC3)N4CC4. Drug 2: CC1CCCC2(C(O2)CC(NC(=O)CC(C(C(=O)C(C1O)C)(C)C)O)C(=CC3=CSC(=N3)C)C)C. Cell line: SF-295. Synergy scores: CSS=74.2, Synergy_ZIP=-2.87, Synergy_Bliss=-2.89, Synergy_Loewe=-0.763, Synergy_HSA=1.57. (4) Drug 1: C1=CC(=CC=C1CCC2=CNC3=C2C(=O)NC(=N3)N)C(=O)NC(CCC(=O)O)C(=O)O. Drug 2: CC(C1=C(C=CC(=C1Cl)F)Cl)OC2=C(N=CC(=C2)C3=CN(N=C3)C4CCNCC4)N. Cell line: MOLT-4. Synergy scores: CSS=56.3, Synergy_ZIP=-0.694, Synergy_Bliss=-2.86, Synergy_Loewe=-4.41, Synergy_HSA=-2.39. (5) Drug 1: CC1=C(C(CCC1)(C)C)C=CC(=CC=CC(=CC(=O)O)C)C. Drug 2: CC1C(C(CC(O1)OC2CC(OC(C2O)C)OC3=CC4=CC5=C(C(=O)C(C(C5)C(C(=O)C(C(C)O)O)OC)OC6CC(C(C(O6)C)O)OC7CC(C(C(O7)C)O)OC8CC(C(C(O8)C)O)(C)O)C(=C4C(=C3C)O)O)O)O. Cell line: SNB-19. Synergy scores: CSS=36.1, Synergy_ZIP=4.01, Synergy_Bliss=6.11, Synergy_Loewe=-4.28, Synergy_HSA=0.996. (6) Drug 1: CC12CCC(CC1=CCC3C2CCC4(C3CC=C4C5=CN=CC=C5)C)O. Drug 2: CCN(CC)CCNC(=O)C1=C(NC(=C1C)C=C2C3=C(C=CC(=C3)F)NC2=O)C. Cell line: MALME-3M. Synergy scores: CSS=6.71, Synergy_ZIP=-2.05, Synergy_Bliss=-0.483, Synergy_Loewe=-4.95, Synergy_HSA=-2.81.